From a dataset of Full USPTO retrosynthesis dataset with 1.9M reactions from patents (1976-2016). Predict the reactants needed to synthesize the given product. (1) Given the product [OH:8][CH2:9][C:10]([CH:13]1[N:22]2[C:17](=[CH:18][C:19](=[O:26])[C:20]([C:23]([OH:25])=[O:24])=[CH:21]2)[C:16]2[CH:27]=[C:28]([O:37][CH3:38])[C:29]([O:31][CH2:32][CH2:33][CH2:34][O:35][CH3:36])=[CH:30][C:15]=2[CH2:14]1)([CH3:11])[CH3:12], predict the reactants needed to synthesize it. The reactants are: C([O:8][CH2:9][C:10]([CH:13]1[N:22]2[C:17](=[CH:18][C:19](=[O:26])[C:20]([C:23]([OH:25])=[O:24])=[CH:21]2)[C:16]2[CH:27]=[C:28]([O:37][CH3:38])[C:29]([O:31][CH2:32][CH2:33][CH2:34][O:35][CH3:36])=[CH:30][C:15]=2[CH2:14]1)([CH3:12])[CH3:11])C1C=CC=CC=1.[SiH](CC)(CC)CC. (2) Given the product [Si:5]([O:13][C@H:11]([CH3:12])[CH2:10][NH2:9])([C:1]([CH3:4])([CH3:3])[CH3:2])([CH3:8])[CH3:7], predict the reactants needed to synthesize it. The reactants are: [C:1]([Si:5]([CH3:8])([CH3:7])Cl)([CH3:4])([CH3:3])[CH3:2].[NH2:9][CH2:10][C@H:11]([OH:13])[CH3:12].C(N(CC)CC)C. (3) Given the product [OH:28][CH:25]1[CH2:24][CH2:23][CH:22]([NH:21][C:15]2[CH:14]=[C:13]([N:9]3[C:10]4[C:6](=[CH:5][CH:4]=[C:3]([O:2][CH3:1])[CH:11]=4)[CH:7]=[CH:8]3)[CH:20]=[CH:19][C:16]=2[C:17]#[N:18])[CH2:27][CH2:26]1, predict the reactants needed to synthesize it. The reactants are: [CH3:1][O:2][C:3]1[CH:11]=[C:10]2[C:6]([CH:7]=[CH:8][NH:9]2)=[CH:5][CH:4]=1.F[C:13]1[CH:20]=[CH:19][C:16]([C:17]#[N:18])=[C:15]([NH:21][CH:22]2[CH2:27][CH2:26][CH:25]([OH:28])[CH2:24][CH2:23]2)[CH:14]=1.[H-].[Na+]. (4) Given the product [CH3:15][C:14]1[CH:13]=[C:12]([CH2:16][N:17]([C:24]2[S:28][C:27]([C:29]3[CH:30]=[CH:31][C:32]([C:35]([F:36])([F:37])[F:38])=[CH:33][CH:34]=3)=[N:26][C:25]=2[CH3:39])[CH2:18][C:19]2[CH:23]=[CH:22][S:21][CH:20]=2)[CH:11]=[C:10]([CH3:40])[C:9]=1[O:8][C:5]([CH3:7])([CH3:6])[C:4]([OH:41])=[O:3], predict the reactants needed to synthesize it. The reactants are: C([O:3][C:4](=[O:41])[C:5]([O:8][C:9]1[C:14]([CH3:15])=[CH:13][C:12]([CH2:16][N:17]([C:24]2[S:28][C:27]([C:29]3[CH:34]=[CH:33][C:32]([C:35]([F:38])([F:37])[F:36])=[CH:31][CH:30]=3)=[N:26][C:25]=2[CH3:39])[CH2:18][C:19]2[CH:23]=[CH:22][S:21][CH:20]=2)=[CH:11][C:10]=1[CH3:40])([CH3:7])[CH3:6])C.[OH-].[Na+].